Dataset: Experimentally validated miRNA-target interactions with 360,000+ pairs, plus equal number of negative samples. Task: Binary Classification. Given a miRNA mature sequence and a target amino acid sequence, predict their likelihood of interaction. The miRNA is hsa-miR-7153-3p with sequence CACCAUGGACGGUUUACC. The protein sequence of the target gene is MSKPAGSTSRILDIPCKVCGDRSSGKHYGVYACDGCSGFFKRSIRRNRTYVCKSGNQGGCPVDKTHRNQCRACRLKKCLEVNMNKDAVQHERGPRTSTIRKQVALYFRGHKEDNGAAAHFPSTALPAPAFFTAVTQLEPHGLELAAVSATPERQTLVSLAQPTPKYPHEVNGTPMYLYEVATESVCESAARLLFMSIKWAKSVPAFSTLSLQDQLMLLEDAWRELFVLGIAQWAIPVDANTLLAVSGMNTDNTDSQKLNKIISEIQALQEVVARFRQLRLDATEFACLKCIVTFKAVPTH.... Result: 0 (no interaction).